The task is: Predict the product of the given reaction.. This data is from Forward reaction prediction with 1.9M reactions from USPTO patents (1976-2016). (1) The product is: [C:19]([C:18]1[CH:22]=[C:23]([F:26])[CH:24]=[CH:25][C:17]=1[NH:16][C:13](=[O:14])/[CH:12]=[CH:11]/[C:2]1[CH:3]=[CH:4][C:5]2[C:10](=[CH:9][CH:8]=[CH:7][CH:6]=2)[CH:1]=1)([OH:21])=[O:20]. Given the reactants [CH:1]1[C:10]2[C:5](=[CH:6][CH:7]=[CH:8][CH:9]=2)[CH:4]=[CH:3][C:2]=1/[CH:11]=[CH:12]/[C:13](Cl)=[O:14].[NH2:16][C:17]1[CH:25]=[CH:24][C:23]([F:26])=[CH:22][C:18]=1[C:19]([OH:21])=[O:20].C(N(CC)CC)C, predict the reaction product. (2) Given the reactants [CH3:1][O:2][C:3]1[CH:8]=[CH:7][C:6]([C:9]2[CH:10]=[CH:11][C:12](=[O:21])[N:13]([CH2:15][C:16]([O:18]CC)=[O:17])[CH:14]=2)=[CH:5][CH:4]=1.[OH-].[Li+].Cl, predict the reaction product. The product is: [CH3:1][O:2][C:3]1[CH:4]=[CH:5][C:6]([C:9]2[CH:10]=[CH:11][C:12](=[O:21])[N:13]([CH2:15][C:16]([OH:18])=[O:17])[CH:14]=2)=[CH:7][CH:8]=1. (3) Given the reactants O1CCCCC1[N:7]1[C:15]2[C:10](=[CH:11][C:12]([C:16]3[N:20]=[CH:19][N:18](C(C4C=CC=CC=4)(C4C=CC=CC=4)C4C=CC=CC=4)[N:17]=3)=[CH:13][CH:14]=2)[C:9]([C:40]2[CH:41]=[C:42]([NH2:46])[CH:43]=[CH:44][CH:45]=2)=[N:8]1.[CH3:47][CH:48]([CH3:52])[C:49](Cl)=[O:50].O, predict the reaction product. The product is: [NH:18]1[CH:19]=[N:20][C:16]([C:12]2[CH:11]=[C:10]3[C:15](=[CH:14][CH:13]=2)[NH:7][N:8]=[C:9]3[C:40]2[CH:41]=[C:42]([NH:46][C:49](=[O:50])[CH:48]([CH3:52])[CH3:47])[CH:43]=[CH:44][CH:45]=2)=[N:17]1. (4) Given the reactants [F:1][C:2]1[CH:7]=[CH:6][C:5]([O:8][CH3:9])=[CH:4][C:3]=1[C:10]1[C:11]([C:18]([O:20][CH3:21])=[O:19])=[CH:12][C:13]([CH2:16][OH:17])=[CH:14][CH:15]=1.[C:22]([Si:26]([CH3:29])([CH3:28])Cl)([CH3:25])([CH3:24])[CH3:23].N1C=CN=C1, predict the reaction product. The product is: [CH3:23][C:22]([Si:26]([CH3:29])([CH3:28])[O:17][CH2:16][C:13]1[CH:12]=[C:11]([C:18]([O:20][CH3:21])=[O:19])[C:10]([C:3]2[CH:4]=[C:5]([O:8][CH3:9])[CH:6]=[CH:7][C:2]=2[F:1])=[CH:15][CH:14]=1)([CH3:25])[CH3:24]. (5) Given the reactants [F:1][C:2]([F:24])([F:23])[C:3]([NH:5][C:6]1[CH:7]=[C:8]([NH:12][C:13](=[O:22])[O:14][CH2:15][C:16]2[CH:21]=[CH:20][CH:19]=[CH:18][CH:17]=2)[CH:9]=[CH:10][CH:11]=1)=[O:4].[H-].[Na+].I[CH3:28], predict the reaction product. The product is: [F:1][C:2]([F:23])([F:24])[C:3]([N:5]([C:6]1[CH:7]=[C:8]([NH:12][C:13](=[O:22])[O:14][CH2:15][C:16]2[CH:21]=[CH:20][CH:19]=[CH:18][CH:17]=2)[CH:9]=[CH:10][CH:11]=1)[CH3:28])=[O:4]. (6) Given the reactants CN(C)/[CH:3]=[CH:4]/[C:5]([C:7]1[CH:8]=[N:9][N:10]([C:12]2[CH:13]=[N:14][CH:15]=[CH:16][CH:17]=2)[CH:11]=1)=O.C[O-].[Na+].[F:22][C:23]([F:31])([C:27]([F:30])([F:29])[F:28])[C:24]([NH2:26])=[NH:25], predict the reaction product. The product is: [F:22][C:23]([F:31])([C:24]1[N:26]=[C:5]([C:7]2[CH:8]=[N:9][N:10]([C:12]3[CH:13]=[N:14][CH:15]=[CH:16][CH:17]=3)[CH:11]=2)[CH:4]=[CH:3][N:25]=1)[C:27]([F:30])([F:29])[F:28]. (7) Given the reactants [C:1]1([N:7]2[CH2:12][CH2:11][NH:10][CH2:9][CH2:8]2)[CH:6]=[CH:5][CH:4]=[CH:3][CH:2]=1.[C:13]1([C:21]2[CH:26]=[CH:25][CH:24]=[CH:23][CH:22]=2)[CH:18]=[CH:17][CH:16]=[C:15]([CH:19]=O)[CH:14]=1.[BH-](OC(C)=O)(OC(C)=O)OC(C)=O.[Na+].C1(C2C=CC=CC=2)C=CC=CC=1CN1CCN(C2C=CC=CC=2)CC1, predict the reaction product. The product is: [C:13]1([C:21]2[CH:22]=[CH:23][CH:24]=[CH:25][CH:26]=2)[CH:18]=[CH:17][CH:16]=[C:15]([CH2:19][N:10]2[CH2:11][CH2:12][N:7]([C:1]3[CH:6]=[CH:5][CH:4]=[CH:3][CH:2]=3)[CH2:8][CH2:9]2)[CH:14]=1.